Dataset: Forward reaction prediction with 1.9M reactions from USPTO patents (1976-2016). Task: Predict the product of the given reaction. (1) Given the reactants [C:1]([C:4]1[C:5](=[O:21])[NH:6][C:7]2[C:12]([C:13]=1[C:14]1[CH:19]=[CH:18][CH:17]=[CH:16][CH:15]=1)=[CH:11][C:10]([Br:20])=[CH:9][CH:8]=2)(=[O:3])[CH3:2].[O:22]1[CH2:27][CH2:26][O:25][C:24]2[CH:28]=[C:29]([CH:32]=O)[CH:30]=[CH:31][C:23]1=2.[OH-].[Na+], predict the reaction product. The product is: [Br:20][C:10]1[CH:11]=[C:12]2[C:7](=[CH:8][CH:9]=1)[NH:6][C:5](=[O:21])[C:4]([C:1](=[O:3])[CH:2]=[CH:32][C:29]1[CH:30]=[CH:31][C:23]3[O:22][CH2:27][CH2:26][O:25][C:24]=3[CH:28]=1)=[C:13]2[C:14]1[CH:15]=[CH:16][CH:17]=[CH:18][CH:19]=1. (2) The product is: [Cl:1][C:2]1[CH:7]=[CH:6][CH:5]=[CH:4][C:3]=1[N:9]1[C:17]2[C:12](=[C:13]([CH2:18][N:19]3[CH2:24][CH2:23][CH:22]([C:25]4[CH:26]=[C:27]([NH:31][C:32](=[O:36])[CH:33]([CH3:34])[CH3:35])[CH:28]=[CH:29][CH:30]=4)[CH2:21][CH2:20]3)[CH:14]=[CH:15][CH:16]=2)[CH:11]=[CH:10]1. Given the reactants [Cl:1][C:2]1[CH:7]=[CH:6][CH:5]=[CH:4][C:3]=1I.[NH:9]1[C:17]2[C:12](=[C:13]([CH2:18][N:19]3[CH2:24][CH2:23][CH:22]([C:25]4[CH:26]=[C:27]([NH:31][C:32](=[O:36])[CH:33]([CH3:35])[CH3:34])[CH:28]=[CH:29][CH:30]=4)[CH2:21][CH2:20]3)[CH:14]=[CH:15][CH:16]=2)[CH:11]=[CH:10]1, predict the reaction product. (3) Given the reactants [CH3:1][O:2][CH2:3][CH2:4][NH:5][CH3:6].[C:7](#[N:10])[CH2:8]O.CCOCC, predict the reaction product. The product is: [CH3:1][O:2][CH2:3][CH2:4][N:5]([CH2:8][C:7]#[N:10])[CH3:6]. (4) Given the reactants [N:1]1[C:10]2[C:5](=[CH:6][C:7]([CH2:11][N:12]3[C:16]4=[N:17][C:18]([C:21]5[CH:22]=[N:23][N:24]([CH2:26][C:27]([O:29]CC)=[O:28])[CH:25]=5)=[CH:19][CH:20]=[C:15]4[N:14]=[N:13]3)=[CH:8][CH:9]=2)[CH:4]=[CH:3][CH:2]=1.[OH-].[Li+].Cl, predict the reaction product. The product is: [N:1]1[C:10]2[C:5](=[CH:6][C:7]([CH2:11][N:12]3[C:16]4=[N:17][C:18]([C:21]5[CH:22]=[N:23][N:24]([CH2:26][C:27]([OH:29])=[O:28])[CH:25]=5)=[CH:19][CH:20]=[C:15]4[N:14]=[N:13]3)=[CH:8][CH:9]=2)[CH:4]=[CH:3][CH:2]=1. (5) Given the reactants [O:1]=[CH:2][C@@H:3]([C@H:5]([C@H:7]([CH2:9][OH:10])[OH:8])[OH:6])[OH:4], predict the reaction product. The product is: [O:1]=[CH:2][C@H:3]([C@@H:5]([C@@H:7]([CH2:9][OH:10])[OH:8])[OH:6])[OH:4].